From a dataset of Drug-target binding data from BindingDB using Kd measurements. Regression. Given a target protein amino acid sequence and a drug SMILES string, predict the binding affinity score between them. We predict pKd (pKd = -log10(Kd in M); higher means stronger binding). Dataset: bindingdb_kd. The small molecule is CN(C)C[C@@H]1CCn2cc(c3ccccc32)C2=C(C(=O)NC2=O)c2cn(c3ccccc23)CCO1. The target protein (Q9BYT3) has sequence MADSGLDKKSTKCPDCSSASQKDVLCVCSSKTRVPPVLVVEMSQTSSIGSAESLISLERKKEKNINRDITSRKDLPSRTSNVERKASQQQWGRGNFTEGKVPHIRIENGAAIEEIYTFGRILGKGSFGIVIEATDKETETKWAIKKVNKEKAGSSAVKLLEREVNILKSVKHEHIIHLEQVFETPKKMYLVMELCEDGELKEILDRKGHFSENETRWIIQSLASAIAYLHNNDIVHRDLKLENIMVKSSLIDDNNEINLNIKVTDFGLAVKKQSRSEAMLQATCGTPIYMAPEVISAHDYSQQCDIWSIGVVMYMLLRGEPPFLASSEEKLFELIRKGELHFENAVWNSISDCAKSVLKQLMKVDPAHRITAKELLDNQWLTGNKLSSVRPTNVLEMMKEWKNNPESVEENTTEEKNKPSTEEKLKSYQPWGNVPDANYTSDEEEEKQSTAYEKQFPATSKDNFDMCSSSFTSSKLLPAEIKGEMEKTPVTPSQGTATKY.... The pKd is 5.6.